The task is: Regression. Given two drug SMILES strings and cell line genomic features, predict the synergy score measuring deviation from expected non-interaction effect.. This data is from NCI-60 drug combinations with 297,098 pairs across 59 cell lines. (1) Drug 1: CCC(=C(C1=CC=CC=C1)C2=CC=C(C=C2)OCCN(C)C)C3=CC=CC=C3.C(C(=O)O)C(CC(=O)O)(C(=O)O)O. Drug 2: C1=CN(C=N1)CC(O)(P(=O)(O)O)P(=O)(O)O. Cell line: T-47D. Synergy scores: CSS=4.04, Synergy_ZIP=-1.73, Synergy_Bliss=1.83, Synergy_Loewe=0.392, Synergy_HSA=2.13. (2) Drug 1: C1CN1C2=NC(=NC(=N2)N3CC3)N4CC4. Drug 2: CC1C(C(CC(O1)OC2CC(CC3=C2C(=C4C(=C3O)C(=O)C5=C(C4=O)C(=CC=C5)OC)O)(C(=O)C)O)N)O.Cl. Cell line: NCIH23. Synergy scores: CSS=61.3, Synergy_ZIP=0.680, Synergy_Bliss=3.15, Synergy_Loewe=-1.60, Synergy_HSA=3.11. (3) Drug 1: CC1=CC2C(CCC3(C2CCC3(C(=O)C)OC(=O)C)C)C4(C1=CC(=O)CC4)C. Drug 2: CC1C(C(=O)NC(C(=O)N2CCCC2C(=O)N(CC(=O)N(C(C(=O)O1)C(C)C)C)C)C(C)C)NC(=O)C3=C4C(=C(C=C3)C)OC5=C(C(=O)C(=C(C5=N4)C(=O)NC6C(OC(=O)C(N(C(=O)CN(C(=O)C7CCCN7C(=O)C(NC6=O)C(C)C)C)C)C(C)C)C)N)C. Cell line: NCI-H522. Synergy scores: CSS=23.0, Synergy_ZIP=28.3, Synergy_Bliss=31.3, Synergy_Loewe=31.3, Synergy_HSA=31.0. (4) Drug 1: CC12CCC3C(C1CCC2=O)CC(=C)C4=CC(=O)C=CC34C. Drug 2: C1=CC(=CC=C1CCC2=CNC3=C2C(=O)NC(=N3)N)C(=O)NC(CCC(=O)O)C(=O)O. Cell line: RXF 393. Synergy scores: CSS=29.5, Synergy_ZIP=-1.50, Synergy_Bliss=-1.75, Synergy_Loewe=-0.0476, Synergy_HSA=0.200.